This data is from CYP2C9 substrate classification data from Carbon-Mangels et al.. The task is: Regression/Classification. Given a drug SMILES string, predict its absorption, distribution, metabolism, or excretion properties. Task type varies by dataset: regression for continuous measurements (e.g., permeability, clearance, half-life) or binary classification for categorical outcomes (e.g., BBB penetration, CYP inhibition). Dataset: cyp2c9_substrate_carbonmangels. (1) The drug is CCN(CCO)CCC[C@H](C)Nc1ccnc2cc(Cl)ccc12. The result is 0 (non-substrate). (2) The compound is CO[C@H]1C=CO[C@@]2(C)Oc3c(C)c(O)c4c(O)c(cc(O)c4c3C2=O)NC(=O)C(C)=CC=C[C@H](C)[C@H](O)[C@@H](C)[C@@H](O)[C@@H](C)[C@H](OC(C)=O)[C@H]1C. The result is 0 (non-substrate). (3) The result is 0 (non-substrate). The compound is CCN[C@H](C)Cc1cccc(C(F)(F)F)c1. (4) The drug is Cc1nnc2n1-c1ccc(Cl)cc1C(c1ccccc1)=NC2. The result is 0 (non-substrate). (5) The molecule is O=C(O)c1ccccc1O. The result is 0 (non-substrate). (6) The compound is Cc1c(F)c(N2CCN[C@H](C)C2)cc2c1c(=O)c(C(=O)O)cn2C1CC1. The result is 0 (non-substrate).